Dataset: Reaction yield outcomes from USPTO patents with 853,638 reactions. Task: Predict the reaction yield, written as a fraction of the theoretical maximum amount of product (1.0 means a 100% yield; for example, 0.34 means a 34% yield). (1) The reactants are [CH:1]([O:4][C:5](=[O:30])[O:6][CH:7]1[CH:11]([OH:12])[CH:10]([CH2:13][OH:14])[O:9][CH:8]1[N:15]1[C:19]2[N:20]=[C:21]([N:24]=CN(C)C)[N:22]=[CH:23][C:18]=2[S:17][C:16]1=[O:29])([CH3:3])[CH3:2].CC(O)=O. The catalyst is CO. The product is [CH:1]([O:4][C:5](=[O:30])[O:6][CH:7]1[CH:11]([OH:12])[CH:10]([CH2:13][OH:14])[O:9][CH:8]1[N:15]1[C:19]2[N:20]=[C:21]([NH2:24])[N:22]=[CH:23][C:18]=2[S:17][C:16]1=[O:29])([CH3:3])[CH3:2]. The yield is 0.690. (2) The reactants are [N+](C1C=CC(S([N:13]([C@H:20]2[CH2:24][CH2:23][N:22]([CH2:25][C:26]3[CH:53]=[CH:52][C:29]([C:30]([NH:32][C:33]4[CH:38]=[C:37]([C:39]5[S:40][CH:41]=[CH:42][CH:43]=5)[CH:36]=[CH:35][C:34]=4[NH:44][C:45](=[O:51])[O:46][C:47]([CH3:50])([CH3:49])[CH3:48])=[O:31])=[CH:28][CH:27]=3)[CH2:21]2)[C:14]2[CH:15]=[N:16][CH:17]=[CH:18][CH:19]=2)(=O)=O)=CC=1)([O-])=O.SCC(O)=O.[OH-].[Li+].CCOC(C)=O. The catalyst is CN(C=O)C.CO. The product is [N:16]1[CH:17]=[CH:18][CH:19]=[C:14]([NH:13][C@H:20]2[CH2:24][CH2:23][N:22]([CH2:25][C:26]3[CH:27]=[CH:28][C:29]([C:30]([NH:32][C:33]4[CH:38]=[C:37]([C:39]5[S:40][CH:41]=[CH:42][CH:43]=5)[CH:36]=[CH:35][C:34]=4[NH:44][C:45](=[O:51])[O:46][C:47]([CH3:50])([CH3:48])[CH3:49])=[O:31])=[CH:52][CH:53]=3)[CH2:21]2)[CH:15]=1. The yield is 0.680.